From a dataset of Catalyst prediction with 721,799 reactions and 888 catalyst types from USPTO. Predict which catalyst facilitates the given reaction. (1) Reactant: [Br:1][C:2]1[C:3]([Cl:22])=[CH:4][C:5]([O:11][CH2:12][CH2:13][CH2:14][C:15]([O:17][C:18]([CH3:21])([CH3:20])[CH3:19])=[O:16])=[C:6]([CH:10]=1)[C:7]([OH:9])=[O:8].[CH3:23][Si:24]([CH3:29])([CH3:28])[CH2:25][CH2:26]O.C1(N=C=NC2CCCCC2)CCCCC1. Product: [CH3:23][Si:24]([CH3:29])([CH3:28])[CH2:25][CH2:26][O:8][C:7](=[O:9])[C:6]1[CH:10]=[C:2]([Br:1])[C:3]([Cl:22])=[CH:4][C:5]=1[O:11][CH2:12][CH2:13][CH2:14][C:15]([O:17][C:18]([CH3:19])([CH3:21])[CH3:20])=[O:16]. The catalyst class is: 166. (2) Reactant: [Cl:1][C:2]1[CH:3]=[C:4]([CH2:29][C:30]([O:32]CC)=[O:31])[CH:5]=[CH:6][C:7]=1[N:8]1[C:16](=[O:17])[C:15]2[C:14]([O:18][CH2:19][CH3:20])=[C:13]3[CH:21]=[CH:22][CH:23]=[CH:24][C:12]3=[C:11]([O:25][CH:26]([F:28])[F:27])[C:10]=2[CH2:9]1.[OH-].[Na+]. Product: [Cl:1][C:2]1[CH:3]=[C:4]([CH2:29][C:30]([OH:32])=[O:31])[CH:5]=[CH:6][C:7]=1[N:8]1[C:16](=[O:17])[C:15]2[C:14]([O:18][CH2:19][CH3:20])=[C:13]3[CH:21]=[CH:22][CH:23]=[CH:24][C:12]3=[C:11]([O:25][CH:26]([F:28])[F:27])[C:10]=2[CH2:9]1. The catalyst class is: 8. (3) Reactant: [C:1]([O:5][C:6]([N:8]([CH3:42])[C@H:9]([C:19]([NH:21][C@H:22]([C:26]([N:28]([C@H:30]([CH:39]([CH3:41])[CH3:40])/[CH:31]=[C:32](\[CH3:38])/[C:33]([O:35]CC)=[O:34])[CH3:29])=[O:27])[C@H:23]([CH3:25])[OH:24])=[O:20])[C:10]([CH3:18])([CH3:17])[C:11]1[CH:16]=[CH:15][CH:14]=[CH:13][CH:12]=1)=[O:7])([CH3:4])([CH3:3])[CH3:2].O.[OH-].[Li+]. Product: [C:1]([O:5][C:6]([N:8]([CH3:42])[C@H:9]([C:19]([NH:21][C@H:22]([C:26]([N:28]([C@H:30]([CH:39]([CH3:41])[CH3:40])/[CH:31]=[C:32](/[C:33]([OH:35])=[O:34])\[CH3:38])[CH3:29])=[O:27])[C@H:23]([CH3:25])[OH:24])=[O:20])[C:10]([CH3:18])([CH3:17])[C:11]1[CH:16]=[CH:15][CH:14]=[CH:13][CH:12]=1)=[O:7])([CH3:2])([CH3:3])[CH3:4]. The catalyst class is: 5. (4) Reactant: [N:1]1(C([O-])=O)[CH2:6][CH2:5][CH2:4][CH2:3][CH2:2]1.C(Cl)([Cl:12])=O.C1(C)C=CC=CC=1.C(OCC)(=O)C.FC1C=CC=CC=1[NH2:30].COC(OC)C[NH:39][CH:40]1[CH2:45][CH2:44][N:43]([C:46]([O:48]C(C)(C)C)=O)CC1.C(=O)(O)[O-].[Na+]. Product: [ClH:12].[O:48]=[C:46]1[NH:30][C:45]([C:40]#[N:39])=[CH:44][N:43]1[CH:4]1[CH2:3][CH2:2][NH:1][CH2:6][CH2:5]1. The catalyst class is: 4. (5) Reactant: [NH2:1][C:2]1[N:11]=[CH:10][CH:9]=[CH:8][C:3]=1[C:4]([O:6]C)=[O:5].[OH-].[Na+].Cl. Product: [NH2:1][C:2]1[C:3]([C:4]([OH:6])=[O:5])=[CH:8][CH:9]=[CH:10][N:11]=1. The catalyst class is: 1. (6) Reactant: [N:1]1[CH:6]=[CH:5][CH:4]=[C:3]([NH:7][C:8](=[O:15])OCC(Cl)(Cl)Cl)[CH:2]=1.[Cl:16][C:17]1[C:22]([Cl:23])=[CH:21][CH:20]=[CH:19][C:18]=1[C:24]1[N:25]=[C:26]([N:29]2[CH2:34][CH2:33][NH:32][CH2:31][CH2:30]2)[S:27][CH:28]=1.C(N(C(C)C)CC)(C)C.O. Product: [Cl:16][C:17]1[C:22]([Cl:23])=[CH:21][CH:20]=[CH:19][C:18]=1[C:24]1[N:25]=[C:26]([N:29]2[CH2:34][CH2:33][N:32]([C:8]([NH:7][C:3]3[CH:2]=[N:1][CH:6]=[CH:5][CH:4]=3)=[O:15])[CH2:31][CH2:30]2)[S:27][CH:28]=1. The catalyst class is: 16. (7) Reactant: [CH3:1][O:2][C:3]1[CH:4]=[CH:5][C:6]2[C:11](=[O:12])[N:10]([C:13]3[CH:18]=[CH:17][C:16]([O:19]CC(F)(F)F)=[CH:15][CH:14]=3)[C:9](SCCC)=[N:8][C:7]=2[N:29]=1.[F:30][C:31]([F:35])([F:34])[CH2:32][OH:33].[H-].[Na+].Cl. Product: [CH3:1][O:2][C:3]1[CH:4]=[CH:5][C:6]2[C:11](=[O:12])[N:10]([C:13]3[CH:18]=[CH:17][C:16]([O:19][CH2:32][C:31]([F:35])([F:34])[F:30])=[CH:15][CH:14]=3)[C:9]([O:33][CH2:32][C:31]([F:35])([F:34])[F:30])=[N:8][C:7]=2[N:29]=1. The catalyst class is: 7.